From a dataset of NCI-60 drug combinations with 297,098 pairs across 59 cell lines. Regression. Given two drug SMILES strings and cell line genomic features, predict the synergy score measuring deviation from expected non-interaction effect. (1) Drug 1: C1=C(C(=O)NC(=O)N1)F. Drug 2: CC12CCC3C(C1CCC2O)C(CC4=C3C=CC(=C4)O)CCCCCCCCCS(=O)CCCC(C(F)(F)F)(F)F. Synergy scores: CSS=24.0, Synergy_ZIP=3.92, Synergy_Bliss=3.09, Synergy_Loewe=4.19, Synergy_HSA=4.49. Cell line: SK-OV-3. (2) Drug 1: CN(C)C1=NC(=NC(=N1)N(C)C)N(C)C. Drug 2: C1CN1P(=S)(N2CC2)N3CC3. Cell line: SK-MEL-28. Synergy scores: CSS=4.29, Synergy_ZIP=0.590, Synergy_Bliss=5.98, Synergy_Loewe=-2.97, Synergy_HSA=1.51.